From a dataset of Forward reaction prediction with 1.9M reactions from USPTO patents (1976-2016). Predict the product of the given reaction. (1) The product is: [Br:1][CH2:2][CH2:3][CH2:4][C:5]([NH:23][CH2:24][C:25]#[N:21])=[O:7]. Given the reactants [Br:1][CH2:2][CH2:3][CH2:4][C:5]([OH:7])=O.Cl.C(N=C=NCCCN(C)C)C.O[N:21]1[C:25]2C=CC=C[C:24]=2[N:23]=N1.Cl.NCC#N, predict the reaction product. (2) Given the reactants [NH2:1][C:2]([NH:4][C:5]1[S:6][C:7]([C:14]2[CH:19]=[CH:18][CH:17]=[CH:16][CH:15]=2)=[CH:8][C:9]=1[C:10]([O:12]C)=O)=[O:3].C[Al](C)C.[N:24]12[CH2:31][CH2:30][CH:27]([CH2:28][CH2:29]1)[C@@H:26]([NH2:32])[CH2:25]2.[C@H](O)(C([O-])=O)[C@@H](O)C([O-])=O.[Na+].[K+], predict the reaction product. The product is: [NH2:1][C:2]([NH:4][C:5]1[S:6][C:7]([C:14]2[CH:19]=[CH:18][CH:17]=[CH:16][CH:15]=2)=[CH:8][C:9]=1[C:10]([NH:32][C@@H:26]1[CH:27]2[CH2:30][CH2:31][N:24]([CH2:29][CH2:28]2)[CH2:25]1)=[O:12])=[O:3]. (3) Given the reactants [Si:1]([O:8][CH2:9][C:10]1[CH:11]=[C:12](NC(=O)OC2C=CC=CC=2)[CH:13]=[N:14][CH:15]=1)([C:4]([CH3:7])([CH3:6])[CH3:5])([CH3:3])[CH3:2].[CH3:26][CH:27]1[CH2:32][CH2:31][N:30]([C:33]2[C:38]([CH2:39][NH2:40])=[CH:37][CH:36]=[C:35]([C:41]([F:44])([F:43])[F:42])[N:34]=2)[CH2:29][CH2:28]1.CN(C1C=CC=CN=1)C.[CH2:54]([O:56]C(=O)C)[CH3:55], predict the reaction product. The product is: [Si:1]([O:8][CH2:9][C:10]1[CH:11]=[C:12]([CH2:55][C:54]([NH:40][CH2:39][C:38]2[C:33]([N:30]3[CH2:29][CH2:28][CH:27]([CH3:26])[CH2:32][CH2:31]3)=[N:34][C:35]([C:41]([F:44])([F:42])[F:43])=[CH:36][CH:37]=2)=[O:56])[CH:13]=[N:14][CH:15]=1)([C:4]([CH3:5])([CH3:6])[CH3:7])([CH3:2])[CH3:3].